Predict the product of the given reaction. From a dataset of Forward reaction prediction with 1.9M reactions from USPTO patents (1976-2016). (1) Given the reactants [NH2:1][C:2]1[O:6][N:5]=[C:4]([C:7]([CH3:11])([CH3:10])[C:8]#[N:9])[CH:3]=1.[CH3:12][C:13]([O:16][C:17](O[C:17]([O:16][C:13]([CH3:15])([CH3:14])[CH3:12])=[O:18])=[O:18])([CH3:15])[CH3:14].C(N(CC)CC)C, predict the reaction product. The product is: [C:8]([C:7]([C:4]1[CH:3]=[C:2]([NH:1][C:17](=[O:18])[O:16][C:13]([CH3:15])([CH3:14])[CH3:12])[O:6][N:5]=1)([CH3:11])[CH3:10])#[N:9]. (2) Given the reactants [CH3:1][CH:2]1[CH2:7][CH2:6][CH2:5][CH2:4]/[C:3]/1=[N:8]\[C@@H:9]([C:11]1[CH:16]=[CH:15][CH:14]=[CH:13][CH:12]=1)[CH3:10], predict the reaction product. The product is: [CH3:1][CH:2]1[CH2:7][CH2:6][CH2:5][CH2:4][CH:3]1[NH:8][C@@H:9]([C:11]1[CH:12]=[CH:13][CH:14]=[CH:15][CH:16]=1)[CH3:10].